Dataset: Forward reaction prediction with 1.9M reactions from USPTO patents (1976-2016). Task: Predict the product of the given reaction. Given the reactants [CH3:1][O:2][C:3]1[CH:8]=[CH:7][C:6](B(O)O)=[CH:5][CH:4]=1.Cl.Cl[C:14]1[CH:19]=[CH:18][N:17]=[CH:16][C:15]=1[N+:20]([O-:22])=[O:21].C([O-])([O-])=O.[K+].[K+], predict the reaction product. The product is: [N+:20]([C:15]1[CH:16]=[N:17][CH:18]=[CH:19][C:14]=1[C:6]1[CH:7]=[CH:8][C:3]([O:2][CH3:1])=[CH:4][CH:5]=1)([O-:22])=[O:21].